Dataset: Reaction yield outcomes from USPTO patents with 853,638 reactions. Task: Predict the reaction yield, written as a fraction of the theoretical maximum amount of product (1.0 means a 100% yield; for example, 0.34 means a 34% yield). (1) The yield is 0.660. The product is [CH3:12][N:2]([CH3:1])[C:3]1[CH:4]=[CH:5][C:6]([C:7]([NH:35][CH2:36][C:37]2[CH:42]=[CH:41][C:40]([CH2:43][OH:44])=[CH:39][CH:38]=2)=[O:9])=[CH:10][CH:11]=1. The reactants are [CH3:1][N:2]([CH3:12])[C:3]1[CH:11]=[CH:10][C:6]([C:7]([OH:9])=O)=[CH:5][CH:4]=1.C(N(CC)CC)C.C1N(P(Cl)(N2C(=O)OCC2)=O)C(=O)OC1.[NH2:35][CH2:36][C:37]1[CH:42]=[CH:41][C:40]([CH2:43][OH:44])=[CH:39][CH:38]=1.C([O-])(O)=O.[Na+]. The catalyst is C(Cl)Cl. (2) The reactants are O.NN.[F:4][CH2:5][C:6]1[N:11]=[C:10]([C:12]#[C:13][CH2:14][CH2:15][N:16]2C(=O)C3C(=CC=CC=3)C2=O)[CH:9]=[CH:8][CH:7]=1.C(Cl)Cl. The catalyst is CCO. The product is [F:4][CH2:5][C:6]1[N:11]=[C:10]([C:12]#[C:13][CH2:14][CH2:15][NH2:16])[CH:9]=[CH:8][CH:7]=1. The yield is 0.630. (3) The reactants are [Br:1][C:2]1[CH:3]=[C:4]([N+:9]([O-])=O)[C:5]([CH3:8])=[N:6][CH:7]=1.Cl. The catalyst is [Fe]. The product is [Br:1][C:2]1[CH:3]=[C:4]([NH2:9])[C:5]([CH3:8])=[N:6][CH:7]=1. The yield is 0.900.